This data is from Forward reaction prediction with 1.9M reactions from USPTO patents (1976-2016). The task is: Predict the product of the given reaction. (1) Given the reactants [F:1][C:2]([C:5]1[O:9][C:8]([CH2:10][N:11]2[CH:15]=[CH:14][C:13]([NH2:16])=[N:12]2)=[CH:7][CH:6]=1)([F:4])[CH3:3].[CH3:17][O:18][C:19]1[CH:20]=[C:21]([C:25]2[O:29][CH:28]=[N:27][C:26]=2[C:30](O)=[O:31])[CH:22]=[CH:23][CH:24]=1, predict the reaction product. The product is: [F:4][C:2]([C:5]1[O:9][C:8]([CH2:10][N:11]2[CH:15]=[CH:14][C:13]([NH:16][C:30]([C:26]3[N:27]=[CH:28][O:29][C:25]=3[C:21]3[CH:22]=[CH:23][CH:24]=[C:19]([O:18][CH3:17])[CH:20]=3)=[O:31])=[N:12]2)=[CH:7][CH:6]=1)([F:1])[CH3:3]. (2) Given the reactants Cl[C:2]1[C:11]2[C:6](=[CH:7][CH:8]=[C:9]([Cl:12])[CH:10]=2)[N:5]=[C:4]([CH2:13][Cl:14])[N:3]=1.[NH:15]1[CH2:20][CH2:19][O:18][CH2:17][CH2:16]1.C(N(CC)CC)C, predict the reaction product. The product is: [Cl:12][C:9]1[CH:10]=[C:11]2[C:6](=[CH:7][CH:8]=1)[N:5]=[C:4]([CH2:13][Cl:14])[N:3]=[C:2]2[N:15]1[CH2:20][CH2:19][O:18][CH2:17][CH2:16]1. (3) Given the reactants [C:1]([C:3]1([CH2:13][O:14][C:15]2[C:23]([CH:24]3[CH2:26][CH2:25]3)=[CH:22][C:18]([C:19]([OH:21])=O)=[C:17]([F:27])[CH:16]=2)[CH:10]2CC3C[CH:8]([CH2:12][CH:4]1C3)[CH2:9]2)#[N:2].C(C1(COC2C(C3CC3)=CC(C(O)=O)=C(F)C=2)CCCCC1)#N.CS(N)(=O)=O.[N:56]1([S:60]([NH2:63])(=[O:62])=[O:61])[CH2:59][CH2:58][CH2:57]1, predict the reaction product. The product is: [N:56]1([S:60]([NH:63][C:19](=[O:21])[C:18]2[CH:22]=[C:23]([CH:24]3[CH2:25][CH2:26]3)[C:15]([O:14][CH2:13][C:3]3([C:1]#[N:2])[CH2:4][CH2:12][CH2:8][CH2:9][CH2:10]3)=[CH:16][C:17]=2[F:27])(=[O:62])=[O:61])[CH2:59][CH2:58][CH2:57]1. (4) Given the reactants [F:1][C:2]1[CH:3]=[C:4]2[C:8](=[CH:9][CH:10]=1)[NH:7][C:6](=[O:11])[C:5]2=O.[NH2:13][C:14]1[CH:15]=[C:16]2[C:20](=[CH:21][CH:22]=1)[NH:19][N:18]=[CH:17]2, predict the reaction product. The product is: [NH:19]1[C:20]2[C:16](=[CH:15][C:14]([N:13]=[C:5]3[C:4]4[C:8](=[CH:9][CH:10]=[C:2]([F:1])[CH:3]=4)[NH:7][C:6]3=[O:11])=[CH:22][CH:21]=2)[CH:17]=[N:18]1. (5) The product is: [F:19][C:20]1[CH:25]=[CH:24][C:23]([C:2]2[CH:3]=[C:4]([N:8]3[CH2:16][CH:15]4[CH2:17][N:11]5[CH2:12][CH:13]([CH2:18][CH:9]3[CH2:10]5)[CH2:14]4)[CH:5]=[N:6][CH:7]=2)=[CH:22][CH:21]=1. Given the reactants Br[C:2]1[CH:3]=[C:4]([N:8]2[CH2:16][CH:15]3[CH2:17][N:11]4[CH2:12][CH:13]([CH2:18][CH:9]2[CH2:10]4)[CH2:14]3)[CH:5]=[N:6][CH:7]=1.[F:19][C:20]1[CH:25]=[CH:24][C:23](B(O)O)=[CH:22][CH:21]=1, predict the reaction product. (6) Given the reactants [N+:1]([C:4]1[CH:5]=[C:6]([O:10][C:11](=[O:14])[NH:12][CH3:13])[CH:7]=[CH:8][CH:9]=1)([O-])=O, predict the reaction product. The product is: [NH2:1][C:4]1[CH:5]=[C:6]([O:10][C:11](=[O:14])[NH:12][CH3:13])[CH:7]=[CH:8][CH:9]=1.